This data is from Forward reaction prediction with 1.9M reactions from USPTO patents (1976-2016). The task is: Predict the product of the given reaction. (1) Given the reactants Cl.[N+:2]([C:5]1[CH:10]=[CH:9][C:8]([C:11]2[S:15][C:14]([CH:16]3[CH2:21][CH2:20][NH:19][CH2:18][CH2:17]3)=[N:13][CH:12]=2)=[CH:7][CH:6]=1)([O-:4])=[O:3].Br[CH:23]([CH3:31])[C:24]([O:26][C:27]([CH3:30])([CH3:29])[CH3:28])=[O:25].C(=O)([O-])[O-].[K+].[K+].O, predict the reaction product. The product is: [N+:2]([C:5]1[CH:6]=[CH:7][C:8]([C:11]2[S:15][C:14]([CH:16]3[CH2:21][CH2:20][N:19]([CH:23]([CH3:31])[C:24]([O:26][C:27]([CH3:30])([CH3:29])[CH3:28])=[O:25])[CH2:18][CH2:17]3)=[N:13][CH:12]=2)=[CH:9][CH:10]=1)([O-:4])=[O:3]. (2) Given the reactants [O:1]=[S:2]1(=[O:49])[CH2:7][CH2:6][N:5]([CH2:8][CH2:9][NH:10][C@:11]23[CH2:45][CH2:44][C@@H:43]([C:46]([CH3:48])=[CH2:47])[C@@H:12]2[C@@H:13]2[C@@:26]([CH3:29])([CH2:27][CH2:28]3)[C@@:25]3([CH3:30])[C@@H:16]([C@:17]4([CH3:42])[C@@H:22]([CH2:23][CH2:24]3)[C:21]([CH3:32])([CH3:31])[C:20]([C:33]3[CH:41]=[CH:40][C:36]([C:37]([OH:39])=[O:38])=[CH:35][CH:34]=3)=[CH:19][CH2:18]4)[CH2:15][CH2:14]2)[CH2:4][CH2:3]1.[H][H], predict the reaction product. The product is: [O:49]=[S:2]1(=[O:1])[CH2:7][CH2:6][N:5]([CH2:8][CH2:9][NH:10][C@:11]23[CH2:45][CH2:44][C@@H:43]([CH:46]([CH3:47])[CH3:48])[C@@H:12]2[C@@H:13]2[C@@:26]([CH3:29])([CH2:27][CH2:28]3)[C@@:25]3([CH3:30])[C@@H:16]([C@:17]4([CH3:42])[C@@H:22]([CH2:23][CH2:24]3)[C:21]([CH3:32])([CH3:31])[C:20]([C:33]3[CH:41]=[CH:40][C:36]([C:37]([OH:39])=[O:38])=[CH:35][CH:34]=3)=[CH:19][CH2:18]4)[CH2:15][CH2:14]2)[CH2:4][CH2:3]1. (3) Given the reactants [Br:1][C:2]1[CH:3]=[N:4][CH:5]=[C:6]2[C:11]=1[N:10]=[C:9]([C:12]([OH:14])=O)[CH:8]=[CH:7]2.C(N(CC)C(C)C)(C)C.F[P-](F)(F)(F)(F)F.N1(OC(N(C)C)=[N+](C)C)C2N=CC=CC=2N=N1.[CH3:48][S:49]([CH2:52][CH2:53][NH2:54])(=[O:51])=[O:50], predict the reaction product. The product is: [Br:1][C:2]1[CH:3]=[N:4][CH:5]=[C:6]2[C:11]=1[N:10]=[C:9]([C:12]([NH:54][CH2:53][CH2:52][S:49]([CH3:48])(=[O:51])=[O:50])=[O:14])[CH:8]=[CH:7]2. (4) Given the reactants [Cl:1][C:2]1[C:11]([CH2:12][N:13]2[C:21]3[C:16](=[CH:17][CH:18]=[CH:19][CH:20]=3)[C:15]([C:22]3[N:27]=[C:26]([NH:28][C:29]4[CH:34]=[CH:33][N:32]=[CH:31][CH:30]=4)[C:25]([O:35][CH3:36])=[CH:24][N:23]=3)=[N:14]2)=[C:10]([Cl:37])[CH:9]=[CH:8][C:3]=1[C:4]([O:6]C)=[O:5].[OH-].[Na+], predict the reaction product. The product is: [Cl:1][C:2]1[C:11]([CH2:12][N:13]2[C:21]3[C:16](=[CH:17][CH:18]=[CH:19][CH:20]=3)[C:15]([C:22]3[N:27]=[C:26]([NH:28][C:29]4[CH:30]=[CH:31][N:32]=[CH:33][CH:34]=4)[C:25]([O:35][CH3:36])=[CH:24][N:23]=3)=[N:14]2)=[C:10]([Cl:37])[CH:9]=[CH:8][C:3]=1[C:4]([OH:6])=[O:5].